From a dataset of NCI-60 drug combinations with 297,098 pairs across 59 cell lines. Regression. Given two drug SMILES strings and cell line genomic features, predict the synergy score measuring deviation from expected non-interaction effect. Drug 1: CC(C1=C(C=CC(=C1Cl)F)Cl)OC2=C(N=CC(=C2)C3=CN(N=C3)C4CCNCC4)N. Drug 2: CCC1(CC2CC(C3=C(CCN(C2)C1)C4=CC=CC=C4N3)(C5=C(C=C6C(=C5)C78CCN9C7C(C=CC9)(C(C(C8N6C=O)(C(=O)OC)O)OC(=O)C)CC)OC)C(=O)OC)O.OS(=O)(=O)O. Cell line: SF-539. Synergy scores: CSS=30.8, Synergy_ZIP=0.557, Synergy_Bliss=3.21, Synergy_Loewe=-14.5, Synergy_HSA=3.23.